From a dataset of Reaction yield outcomes from USPTO patents with 853,638 reactions. Predict the reaction yield, written as a fraction of the theoretical maximum amount of product (1.0 means a 100% yield; for example, 0.34 means a 34% yield). (1) The reactants are [CH:1]1([C:4]2[N:5]=[C:6](S)[N:7]([C:9]3[CH:10]=[CH:11][C:12]([F:21])=[C:13]([CH:20]=3)[C:14]([O:16][CH:17]([CH3:19])[CH3:18])=[O:15])[CH:8]=2)[CH2:3][CH2:2]1.[N+]([O-])(O)=O. The catalyst is O. The product is [CH:1]1([C:4]2[N:5]=[CH:6][N:7]([C:9]3[CH:10]=[CH:11][C:12]([F:21])=[C:13]([CH:20]=3)[C:14]([O:16][CH:17]([CH3:18])[CH3:19])=[O:15])[CH:8]=2)[CH2:2][CH2:3]1. The yield is 0.440. (2) The reactants are [H-].[Na+].O1CCC[CH2:4]1.[CH3:8][CH:9]([C:13](=[O:15])[CH3:14])[C:10](=[O:12])[CH3:11].IC. The catalyst is O. The product is [CH3:8][C:9]([CH3:4])([C:13](=[O:15])[CH3:14])[C:10](=[O:12])[CH3:11]. The yield is 0.980. (3) The product is [F:32][C:31]([F:34])([F:33])[S:28]([O:20][C:17]1[CH2:16][CH2:15][O:14][CH2:19][CH:18]=1)(=[O:30])=[O:29]. The yield is 0.400. The catalyst is C1COCC1. The reactants are [Li+].CC([N-]C(C)C)C.C1COCC1.[O:14]1[CH2:19][CH2:18][C:17](=[O:20])[CH2:16][CH2:15]1.C1(N([S:28]([C:31]([F:34])([F:33])[F:32])(=[O:30])=[O:29])[S:28]([C:31]([F:34])([F:33])[F:32])(=[O:30])=[O:29])C=CC=CC=1. (4) The reactants are [Br:1][C:2]1[CH:7]=[CH:6][C:5]([CH:8]2[O:13][CH2:12][CH:11]([OH:14])[CH2:10][CH2:9]2)=[CH:4][CH:3]=1.CC(OI1(OC(C)=O)(OC(C)=O)OC(=O)C2C=CC=CC1=2)=O. The catalyst is C(Cl)Cl. The product is [Br:1][C:2]1[CH:7]=[CH:6][C:5]([CH:8]2[O:13][CH2:12][C:11](=[O:14])[CH2:10][CH2:9]2)=[CH:4][CH:3]=1. The yield is 0.200. (5) The reactants are [Si:1]([O:8][CH2:9][C@@H:10]1[C@@H:14]([OH:15])[CH2:13][C@H:12]([N:16]2[CH:24]=[N:23][C:22]3[C:17]2=[N:18][CH:19]=[N:20][C:21]=3[CH2:25][CH2:26][C:27]2[CH:32]=[CH:31][CH:30]=[CH:29][CH:28]=2)[O:11]1)([C:4]([CH3:7])([CH3:6])[CH3:5])([CH3:3])[CH3:2].[H-].[Na+].[CH3:35]I. The catalyst is C1COCC1. The product is [Si:1]([O:8][CH2:9][C@H:10]1[O:11][C@@H:12]([N:16]2[CH:24]=[N:23][C:22]3[C:17]2=[N:18][CH:19]=[N:20][C:21]=3[CH2:25][CH2:26][C:27]2[CH:28]=[CH:29][CH:30]=[CH:31][CH:32]=2)[CH2:13][C@@H:14]1[O:15][CH3:35])([C:4]([CH3:6])([CH3:7])[CH3:5])([CH3:2])[CH3:3]. The yield is 0.650. (6) The reactants are Br[CH2:2][C:3]([C:5]1[CH:6]=[N:7][C:8]([C:11]2[CH:16]=[CH:15][CH:14]=[CH:13][CH:12]=2)=[N:9][CH:10]=1)=O.[C:17]([NH2:25])(=[S:24])[C:18]1[CH:23]=[CH:22][CH:21]=[CH:20][CH:19]=1. The catalyst is C(O)C. The product is [C:18]1([C:17]2[S:24][CH:2]=[C:3]([C:5]3[CH:6]=[N:7][C:8]([C:11]4[CH:16]=[CH:15][CH:14]=[CH:13][CH:12]=4)=[N:9][CH:10]=3)[N:25]=2)[CH:23]=[CH:22][CH:21]=[CH:20][CH:19]=1. The yield is 0.460. (7) The reactants are [C:1]([NH:4][CH2:5][CH2:6][O:7]/[N:8]=[CH:9]/[C:10]1[C:11]([F:33])=[C:12]([F:32])[C:13]([NH:23][C:24]2[CH:29]=[CH:28][C:27]([I:30])=[CH:26][C:25]=2[F:31])=[C:14]([CH:22]=1)[C:15]([NH:17][O:18][CH2:19][CH2:20][OH:21])=[O:16])(=[O:3])[CH3:2].ClCCl.ClC(Cl)C(O)=O.C(=O)(O)[O-].[Na+]. The catalyst is O. The product is [C:1]([NH:4][CH2:5][CH2:6][O:7][NH:8][CH2:9][C:10]1[C:11]([F:33])=[C:12]([F:32])[C:13]([NH:23][C:24]2[CH:29]=[CH:28][C:27]([I:30])=[CH:26][C:25]=2[F:31])=[C:14]([CH:22]=1)[C:15]([NH:17][O:18][CH2:19][CH2:20][OH:21])=[O:16])(=[O:3])[CH3:2]. The yield is 0.760. (8) No catalyst specified. The yield is 0.790. The reactants are [C:1]1([C:7]2[C:8]([C:18]([O:20][CH3:21])=[O:19])=[CH:9][NH:10][C:11]=2[C:12]2[CH:17]=[CH:16][CH:15]=[CH:14][CH:13]=2)[CH:6]=[CH:5][CH:4]=[CH:3][CH:2]=1.[H-].[Na+].[C:24]1([S:30](Cl)(=[O:32])=[O:31])[CH:29]=[CH:28][CH:27]=[CH:26][CH:25]=1. The product is [C:1]1([C:7]2[C:8]([C:18]([O:20][CH3:21])=[O:19])=[CH:9][N:10]([S:30]([C:24]3[CH:29]=[CH:28][CH:27]=[CH:26][CH:25]=3)(=[O:32])=[O:31])[C:11]=2[C:12]2[CH:13]=[CH:14][CH:15]=[CH:16][CH:17]=2)[CH:2]=[CH:3][CH:4]=[CH:5][CH:6]=1. (9) The reactants are [Cl:1][C:2]1[CH:23]=[CH:22][CH:21]=[C:20]([C:24]([F:27])([F:26])[F:25])[C:3]=1[C:4]([N:6]1[C:14]2[C:9](=[CH:10][CH:11]=[C:12]([C:15]([NH:17][NH2:18])=[O:16])[CH:13]=2)[C:8]([I:19])=[N:7]1)=[O:5].C1N=CN([C:33](N2C=NC=C2)=[O:34])C=1.CCN(CC)CC. The catalyst is C1COCC1.O. The product is [Cl:1][C:2]1[CH:23]=[CH:22][CH:21]=[C:20]([C:24]([F:26])([F:27])[F:25])[C:3]=1[C:4]([N:6]1[C:14]2[C:9](=[CH:10][CH:11]=[C:12]([C:15]3[O:16][C:33](=[O:34])[NH:18][N:17]=3)[CH:13]=2)[C:8]([I:19])=[N:7]1)=[O:5]. The yield is 0.570.